From a dataset of Catalyst prediction with 721,799 reactions and 888 catalyst types from USPTO. Predict which catalyst facilitates the given reaction. Reactant: [CH3:1][O:2][C:3]1[CH:12]=[C:11]2[C:6]([C:7]([Cl:13])=[CH:8][CH:9]=[N:10]2)=[CH:5][C:4]=1[C:14](Cl)=[O:15].COC1C=C2C(C(=O)C=[CH:25][NH:26]2)=CC=1C(O)=O.CN.O. Product: [CH3:25][NH:26][C:14]([C:4]1[CH:5]=[C:6]2[C:11](=[CH:12][C:3]=1[O:2][CH3:1])[N:10]=[CH:9][CH:8]=[C:7]2[Cl:13])=[O:15]. The catalyst class is: 7.